The task is: Predict the reactants needed to synthesize the given product.. This data is from Full USPTO retrosynthesis dataset with 1.9M reactions from patents (1976-2016). (1) Given the product [NH:1]([C:16]([O:18][CH2:19][C:20]1[CH:25]=[CH:24][CH:23]=[CH:22][CH:21]=1)=[O:17])[C@H:2]([C:6]([N:8]1[CH2:15][CH2:14][CH2:13][C@H:9]1[C:10]([NH:53][C@H:54]([C:58]([N:60]1[CH2:71][CH2:70][CH2:69][C@H:61]1[C:62]([O:64][C:65]([CH3:66])([CH3:68])[CH3:67])=[O:63])=[O:59])[CH:55]([CH3:57])[CH3:56])=[O:11])=[O:7])[CH:3]([CH3:5])[CH3:4], predict the reactants needed to synthesize it. The reactants are: [NH:1]([C:16]([O:18][CH2:19][C:20]1[CH:25]=[CH:24][CH:23]=[CH:22][CH:21]=1)=[O:17])[C@H:2]([C:6]([N:8]1[CH2:15][CH2:14][CH2:13][C@H:9]1[C:10](O)=[O:11])=[O:7])[CH:3]([CH3:5])[CH3:4].F[P-](F)(F)(F)(F)F.N1(O[P+](N(C)C)(N(C)C)N(C)C)C2C=CC=CC=2N=N1.[NH2:53][C@H:54]([C:58]([N:60]1[CH2:71][CH2:70][CH2:69][C@H:61]1[C:62]([O:64][C:65]([CH3:68])([CH3:67])[CH3:66])=[O:63])=[O:59])[CH:55]([CH3:57])[CH3:56].Cl.C(N(CC)CC)C. (2) Given the product [C:19]1([CH3:26])[CH:24]=[CH:23][CH:22]=[C:21]([C:6]2[C:5](=[O:9])[N:4]([CH3:10])[C:3](=[O:11])[N:2]([CH3:1])[C:7]=2[CH3:8])[CH:20]=1, predict the reactants needed to synthesize it. The reactants are: [CH3:1][N:2]1[C:7]([CH3:8])=[CH:6][C:5](=[O:9])[N:4]([CH3:10])[C:3]1=[O:11].ClC1C=CC=CC=1.[C:19]1([CH3:26])[CH:24]=[CH:23][CH:22]=[C:21](Cl)[CH:20]=1.